From a dataset of NCI-60 drug combinations with 297,098 pairs across 59 cell lines. Regression. Given two drug SMILES strings and cell line genomic features, predict the synergy score measuring deviation from expected non-interaction effect. (1) Drug 1: CN1C(=O)N2C=NC(=C2N=N1)C(=O)N. Drug 2: C1CN(CCN1C(=O)CCBr)C(=O)CCBr. Cell line: PC-3. Synergy scores: CSS=3.23, Synergy_ZIP=-2.83, Synergy_Bliss=-3.74, Synergy_Loewe=-8.42, Synergy_HSA=-3.36. (2) Drug 1: COC1=NC(=NC2=C1N=CN2C3C(C(C(O3)CO)O)O)N. Drug 2: CCN(CC)CCCC(C)NC1=C2C=C(C=CC2=NC3=C1C=CC(=C3)Cl)OC. Cell line: EKVX. Synergy scores: CSS=13.9, Synergy_ZIP=-4.89, Synergy_Bliss=-4.31, Synergy_Loewe=-31.6, Synergy_HSA=-4.19. (3) Drug 2: C(=O)(N)NO. Cell line: SW-620. Synergy scores: CSS=0.580, Synergy_ZIP=-0.196, Synergy_Bliss=1.90, Synergy_Loewe=-6.81, Synergy_HSA=-3.73. Drug 1: CN(C)N=NC1=C(NC=N1)C(=O)N.